This data is from Catalyst prediction with 721,799 reactions and 888 catalyst types from USPTO. The task is: Predict which catalyst facilitates the given reaction. Reactant: Br[C:2]1[CH:3]=[C:4]([C:8]2[CH:9]=[C:10]3[C:15](=[N:16][CH:17]=2)[N:14]([C:18]([NH2:20])=[O:19])[CH2:13][CH2:12][CH2:11]3)[CH:5]=[N:6][CH:7]=1.[F:21][C:22]1[CH:27]=[CH:26][C:25](B(O)O)=[CH:24][CH:23]=1.C([O-])([O-])=O.[Na+].[Na+].C(Cl)Cl. Product: [F:21][C:22]1[CH:27]=[CH:26][C:25]([C:2]2[CH:3]=[C:4]([C:8]3[CH:9]=[C:10]4[C:15](=[N:16][CH:17]=3)[N:14]([C:18]([NH2:20])=[O:19])[CH2:13][CH2:12][CH2:11]4)[CH:5]=[N:6][CH:7]=2)=[CH:24][CH:23]=1. The catalyst class is: 38.